Dataset: Forward reaction prediction with 1.9M reactions from USPTO patents (1976-2016). Task: Predict the product of the given reaction. Given the reactants Cl[C:2]1[N:3]=[CH:4][C:5]2[C:10]([C:11]([NH:13][CH2:14][C:15]3[C:16]([OH:23])=[N:17][C:18]([CH3:22])=[CH:19][C:20]=3[CH3:21])=[O:12])=[C:9]([CH3:24])[N:8]([C@@H:25]([C:27]3[CH:32]=[CH:31][CH:30]=[CH:29][CH:28]=3)[CH3:26])[C:6]=2[N:7]=1, predict the reaction product. The product is: [OH:23][C:16]1[C:15]([CH2:14][NH:13][C:11]([C:10]2[C:5]3[CH:4]=[N:3][C:2]([N:8]4[CH2:9][CH2:10][CH2:5][CH2:6]4)=[N:7][C:6]=3[N:8]([C@@H:25]([C:27]3[CH:32]=[CH:31][CH:30]=[CH:29][CH:28]=3)[CH3:26])[C:9]=2[CH3:24])=[O:12])=[C:20]([CH3:21])[CH:19]=[C:18]([CH3:22])[N:17]=1.